Task: Predict which catalyst facilitates the given reaction.. Dataset: Catalyst prediction with 721,799 reactions and 888 catalyst types from USPTO (1) Reactant: [CH3:1][O:2][C:3](=[O:49])[C:4]1[CH:9]=[CH:8][C:7]([NH:10][C:11]([C:13]2[N:14]([CH:46]([CH3:48])[CH3:47])[C:15]([CH2:31][CH2:32][CH:33]3[CH2:38][CH:37]([CH2:39][C:40]([O:42][CH3:43])=[O:41])[O:36]C(C)(C)[O:34]3)=[C:16]([C:24]3[CH:29]=[CH:28][C:27]([F:30])=[CH:26][CH:25]=3)[C:17]=2[C:18]2[CH:23]=[CH:22][CH:21]=[CH:20][CH:19]=2)=[O:12])=[N:6][CH:5]=1.Cl. Product: [CH3:1][O:2][C:3](=[O:49])[C:4]1[CH:9]=[CH:8][C:7]([NH:10][C:11]([C:13]2[N:14]([CH:46]([CH3:47])[CH3:48])[C:15]([CH2:31][CH2:32][CH:33]([OH:34])[CH2:38][CH:37]([OH:36])[CH2:39][C:40]([O:42][CH3:43])=[O:41])=[C:16]([C:24]3[CH:29]=[CH:28][C:27]([F:30])=[CH:26][CH:25]=3)[C:17]=2[C:18]2[CH:19]=[CH:20][CH:21]=[CH:22][CH:23]=2)=[O:12])=[N:6][CH:5]=1. The catalyst class is: 191. (2) Reactant: [OH:1][C@@H:2]1[C@@H:7]([N:8]2[C:17](=[O:18])[C:16]3[C:11](=[C:12]4[CH:33]=[CH:32][CH:31]=[CH:30][C:13]4=[C:14]([CH2:19][C:20]4[CH:21]=[CH:22][C:23]([C:26]([O:28]C)=[O:27])=[N:24][CH:25]=4)[CH:15]=3)[N:10]=[CH:9]2)[CH2:6][CH2:5][O:4][CH2:3]1.[OH-].[Li+]. Product: [OH:1][C@@H:2]1[C@@H:7]([N:8]2[C:17](=[O:18])[C:16]3[C:11](=[C:12]4[CH:33]=[CH:32][CH:31]=[CH:30][C:13]4=[C:14]([CH2:19][C:20]4[CH:21]=[CH:22][C:23]([C:26]([OH:28])=[O:27])=[N:24][CH:25]=4)[CH:15]=3)[N:10]=[CH:9]2)[CH2:6][CH2:5][O:4][CH2:3]1. The catalyst class is: 90.